From a dataset of Reaction yield outcomes from USPTO patents with 853,638 reactions. Predict the reaction yield, written as a fraction of the theoretical maximum amount of product (1.0 means a 100% yield; for example, 0.34 means a 34% yield). (1) The reactants are C[O:2][C:3](=O)[CH2:4][C:5]([NH:7][C:8]1[CH:13]=[CH:12][C:11]([O:14][CH2:15][C:16]2[CH:21]=[CH:20][C:19]([C:22]([F:25])([F:24])[F:23])=[CH:18][CH:17]=2)=[CH:10][CH:9]=1)=[O:6].[OH-].[NH4+:28]. No catalyst specified. The product is [F:23][C:22]([F:25])([F:24])[C:19]1[CH:20]=[CH:21][C:16]([CH2:15][O:14][C:11]2[CH:12]=[CH:13][C:8]([NH:7][C:5](=[O:6])[CH2:4][C:3]([NH2:28])=[O:2])=[CH:9][CH:10]=2)=[CH:17][CH:18]=1. The yield is 0.650. (2) The reactants are [Br:1][C:2]1[CH:8]=[CH:7][C:5]([NH2:6])=[C:4]([N+:9]([O-:11])=[O:10])[CH:3]=1.[CH3:12][C:13]([O:16][C:17](O[C:17]([O:16][C:13]([CH3:15])([CH3:14])[CH3:12])=[O:18])=[O:18])([CH3:15])[CH3:14].CCOC(C)=O. The catalyst is C1COCC1. The product is [Br:1][C:2]1[CH:8]=[CH:7][C:5]([NH:6][C:17](=[O:18])[O:16][C:13]([CH3:15])([CH3:14])[CH3:12])=[C:4]([N+:9]([O-:11])=[O:10])[CH:3]=1. The yield is 0.930. (3) The reactants are [N:1]1([C:7]2[C:8]3[N:16]=[C:15]([C:17]4[CH:18]=[N:19][CH:20]=[CH:21][CH:22]=4)[S:14][C:9]=3[N:10]=[C:11]([NH2:13])[N:12]=2)[CH2:6][CH2:5][NH:4][CH2:3][CH2:2]1.[C:23]1([CH3:32])[CH:28]=[CH:27][CH:26]=[C:25]([N:29]=[C:30]=[O:31])[CH:24]=1. No catalyst specified. The product is [NH2:13][C:11]1[N:12]=[C:7]([N:1]2[CH2:6][CH2:5][N:4]([C:30]([NH:29][C:25]3[CH:24]=[C:23]([CH3:32])[CH:28]=[CH:27][CH:26]=3)=[O:31])[CH2:3][CH2:2]2)[C:8]2[N:16]=[C:15]([C:17]3[CH:18]=[N:19][CH:20]=[CH:21][CH:22]=3)[S:14][C:9]=2[N:10]=1. The yield is 0.420. (4) The yield is 0.650. The product is [CH:27]([NH:1][CH2:2][C:3]1[C:4]([N:14]2[CH2:19][CH2:18][N:17]([C:20]([O:22][C:23]([CH3:26])([CH3:25])[CH3:24])=[O:21])[CH2:16][CH2:15]2)=[N:5][CH:6]=[C:7]([C:9]2[S:10][CH:11]=[CH:12][CH:13]=2)[N:8]=1)=[O:28]. The reactants are [NH2:1][CH2:2][C:3]1[C:4]([N:14]2[CH2:19][CH2:18][N:17]([C:20]([O:22][C:23]([CH3:26])([CH3:25])[CH3:24])=[O:21])[CH2:16][CH2:15]2)=[N:5][CH:6]=[C:7]([C:9]2[S:10][CH:11]=[CH:12][CH:13]=2)[N:8]=1.[CH:27](OC(=O)C)=[O:28]. The catalyst is ClCCl.